Dataset: Catalyst prediction with 721,799 reactions and 888 catalyst types from USPTO. Task: Predict which catalyst facilitates the given reaction. (1) Reactant: [N:1]1([CH2:6][CH2:7][C:8]2[C:16]3[C:11](=[CH:12][CH:13]=[C:14]([NH:17][C:18]([C:20]4[S:21][CH:22]=[CH:23][CH:24]=4)=[NH:19])[CH:15]=3)[NH:10][CH:9]=2)[CH2:5][CH2:4][CH2:3][CH2:2]1.[ClH:25].CCOCC. Product: [ClH:25].[ClH:25].[N:1]1([CH2:6][CH2:7][C:8]2[C:16]3[C:11](=[CH:12][CH:13]=[C:14]([NH:17][C:18]([C:20]4[S:21][CH:22]=[CH:23][CH:24]=4)=[NH:19])[CH:15]=3)[NH:10][CH:9]=2)[CH2:2][CH2:3][CH2:4][CH2:5]1. The catalyst class is: 5. (2) Reactant: [CH:1]1([C:4]([C:6]2[CH:11]=[CH:10][C:9]([C:12]([CH3:20])(C)[C:13](N(C)OC)=O)=[CH:8][CH:7]=2)=[O:5])[CH2:3][CH2:2]1.[BrH:21].[C:22](=[O:25])([O-])[OH:23].[Na+]. Product: [Br:21][CH2:3][CH2:2][CH2:1][C:4]([C:6]1[CH:11]=[CH:10][C:9]([C:12]([CH3:20])([CH3:13])[C:22]([OH:23])=[O:25])=[CH:8][CH:7]=1)=[O:5]. The catalyst class is: 6. (3) Reactant: [NH:1]1[C:9]2[C:4](=[CH:5][C:6]([NH:10][C:11]3[C:20]4[C:15](=[CH:16][CH:17]=[CH:18][CH:19]=4)[N:14]=[C:13]([C:21]4[CH:22]=[C:23]([CH:29]=[CH:30][CH:31]=4)[O:24][CH2:25][C:26](O)=[O:27])[N:12]=3)=[CH:7][CH:8]=2)[CH:3]=[N:2]1.C1CN([P+](ON2N=NC3C=CC=CC2=3)(N2CCCC2)N2CCCC2)CC1.F[P-](F)(F)(F)(F)F.C[CH2:66][N:67](C(C)C)[CH:68]([CH3:70])[CH3:69].CNC(C)C. Product: [NH:1]1[C:9]2[C:4](=[CH:5][C:6]([NH:10][C:11]3[C:16]4[C:15](=[CH:20][CH:19]=[CH:18][CH:17]=4)[N:14]=[C:13]([C:21]4[CH:22]=[C:23]([CH:29]=[CH:30][CH:31]=4)[O:24][CH2:25][C:26]([N:67]([CH:68]([CH3:70])[CH3:69])[CH3:66])=[O:27])[N:12]=3)=[CH:7][CH:8]=2)[CH:3]=[N:2]1. The catalyst class is: 2.